From a dataset of Full USPTO retrosynthesis dataset with 1.9M reactions from patents (1976-2016). Predict the reactants needed to synthesize the given product. (1) Given the product [Br:12][C:13]1[CH:20]=[CH:19][C:16]([CH2:17][NH:11][CH:9]2[CH2:10][N:7]([CH:2]3[CH2:6][CH2:5][CH2:4][CH2:3]3)[CH2:8]2)=[CH:15][CH:14]=1, predict the reactants needed to synthesize it. The reactants are: Cl.[CH:2]1([N:7]2[CH2:10][CH:9]([NH2:11])[CH2:8]2)[CH2:6][CH2:5][CH2:4][CH2:3]1.[Br:12][C:13]1[CH:20]=[CH:19][C:16]([CH:17]=O)=[CH:15][CH:14]=1.C(O[BH-](OC(=O)C)OC(=O)C)(=O)C.[Na+].C([O-])(O)=O.[Na+]. (2) Given the product [F:27][C:21]1[CH:20]=[C:19]([C@H:18]2[NH:9][C@@H:10]([C:11]([O:13][CH2:14][CH3:15])=[O:12])[CH2:16][CH2:17]2)[CH:24]=[C:23]([F:25])[C:22]=1[F:26], predict the reactants needed to synthesize it. The reactants are: Cl.C(OC([NH:9][C@H:10]([CH2:16][CH2:17][C:18](=O)[C:19]1[CH:24]=[C:23]([F:25])[C:22]([F:26])=[C:21]([F:27])[CH:20]=1)[C:11]([O:13][CH2:14][CH3:15])=[O:12])=O)(C)(C)C. (3) Given the product [ClH:1].[Cl:1][C:2]1[N:3]=[C:4]([C:25]2[CH:26]=[N:27][C:28]([C:31]([F:34])([F:32])[F:33])=[CH:29][CH:30]=2)[CH:5]=[C:6]([CH2:8][NH:9][C:10]([C@@H:12]2[CH2:16][C@@H:15]([F:17])[CH2:14][NH:13]2)=[O:11])[CH:7]=1, predict the reactants needed to synthesize it. The reactants are: [Cl:1][C:2]1[CH:7]=[C:6]([CH2:8][NH:9][C:10]([C@@H:12]2[CH2:16][C@@H:15]([F:17])[CH2:14][N:13]2C(OC(C)(C)C)=O)=[O:11])[CH:5]=[C:4]([C:25]2[CH:26]=[N:27][C:28]([C:31]([F:34])([F:33])[F:32])=[CH:29][CH:30]=2)[N:3]=1.Cl. (4) The reactants are: [OH:1][C:2]1[CH:3]=[C:4]([CH:8]=[CH:9][C:10]=1[CH3:11])[C:5]([OH:7])=[O:6].OS(O)(=O)=O.[CH3:17]O. Given the product [CH3:17][O:6][C:5](=[O:7])[C:4]1[CH:8]=[CH:9][C:10]([CH3:11])=[C:2]([OH:1])[CH:3]=1, predict the reactants needed to synthesize it. (5) Given the product [CH3:31][N:26]1[CH:27]=[C:8]2[C:9]([N:10]=[C:11]([C:19]3[CH:24]=[CH:23][CH:22]=[CH:21][CH:20]=3)[C:12]([C:13]3[CH:18]=[CH:17][N:16]=[CH:15][CH:14]=3)=[C:7]2[C:1]2[CH:6]=[CH:5][CH:4]=[CH:3][CH:2]=2)=[N:25]1, predict the reactants needed to synthesize it. The reactants are: [C:1]1([C:7]2[C:12]([C:13]3[CH:18]=[CH:17][N:16]=[CH:15][CH:14]=3)=[C:11]([C:19]3[CH:24]=[CH:23][CH:22]=[CH:21][CH:20]=3)[N:10]=[C:9]3[NH:25][N:26]=[CH:27][C:8]=23)[CH:6]=[CH:5][CH:4]=[CH:3][CH:2]=1.[OH-].[K+].I[CH3:31].O. (6) Given the product [Si:1]([O:18][C@H:19]1[CH2:20][CH2:21][C@@:22]([C@H:23]2[CH2:24][CH2:25][C@@:26]3([CH3:44])[C@@H:30]([CH2:29][CH2:28][C@:27]3([C:39]3[O:40][CH:41]=[CH:42][CH:43]=3)[OH:38])[C@@H:31]2[CH2:32][OH:37])([CH3:45])[C@@H:34]([CH2:33][OH:36])[CH2:35]1)([C:14]([CH3:15])([CH3:16])[CH3:17])([C:8]1[CH:13]=[CH:12][CH:11]=[CH:10][CH:9]=1)[C:2]1[CH:7]=[CH:6][CH:5]=[CH:4][CH:3]=1, predict the reactants needed to synthesize it. The reactants are: [Si:1]([O:18][C@@H:19]1[CH2:35][C@H:34]2[C@@:22]([CH3:45])([C@@H:23]3[C@@H:31]([C@@H:32]([OH:37])[C@@H:33]2[OH:36])[C@H:30]2[C@@:26]([CH3:44])([C@@:27]([C:39]4[O:40][CH:41]=[CH:42][CH:43]=4)([OH:38])[CH2:28][CH2:29]2)[CH2:25][CH2:24]3)[CH2:21][CH2:20]1)([C:14]([CH3:17])([CH3:16])[CH3:15])([C:8]1[CH:13]=[CH:12][CH:11]=[CH:10][CH:9]=1)[C:2]1[CH:7]=[CH:6][CH:5]=[CH:4][CH:3]=1.[BH4-].[Na+].CC(C)=O. (7) Given the product [CH3:27][N:1]([S:22]([C:18]1[N:17]([CH3:16])[CH:21]=[CH:20][N:19]=1)(=[O:24])=[O:23])[C:2]1[CH:3]=[CH:4][CH:5]=[C:6]2[C:10]=1[NH:9][C:8]([C:11]([O:13][CH2:14][CH3:15])=[O:12])=[CH:7]2, predict the reactants needed to synthesize it. The reactants are: [NH2:1][C:2]1[CH:3]=[CH:4][CH:5]=[C:6]2[C:10]=1[NH:9][C:8]([C:11]([O:13][CH2:14][CH3:15])=[O:12])=[CH:7]2.[CH3:16][N:17]1[CH:21]=[CH:20][N:19]=[C:18]1[S:22](Cl)(=[O:24])=[O:23].N1C=CC=C[CH:27]=1. (8) Given the product [CH:1]1([CH:7]([NH:32][C:33]2[CH:34]=[CH:35][C:36]([C:39]([NH:41][CH2:42][CH2:43][C:44]([OH:46])=[O:45])=[O:40])=[CH:37][CH:38]=2)[C:9]2[C:10]([CH2:24][CH2:25][C:26]3[CH:31]=[CH:30][CH:29]=[CH:28][CH:27]=3)=[N:11][N:12]([C:14]3[CH:19]=[CH:18][C:17]([C:20]([F:22])([F:21])[F:23])=[CH:16][N:15]=3)[CH:13]=2)[CH2:6][CH2:5][CH2:4][CH2:3][CH2:2]1, predict the reactants needed to synthesize it. The reactants are: [CH:1]1([CH:7]([C:9]2[C:10]([CH2:24][CH2:25][C:26]3[CH:31]=[CH:30][CH:29]=[CH:28][CH:27]=3)=[N:11][N:12]([C:14]3[CH:19]=[CH:18][C:17]([C:20]([F:23])([F:22])[F:21])=[CH:16][N:15]=3)[CH:13]=2)O)[CH2:6][CH2:5][CH2:4][CH2:3][CH2:2]1.[NH2:32][C:33]1[CH:38]=[CH:37][C:36]([C:39]([NH:41][CH2:42][CH2:43][C:44]([O:46]CC)=[O:45])=[O:40])=[CH:35][CH:34]=1. (9) Given the product [F:27][C:26]([F:29])([F:28])[C:21]([OH:30])=[O:42].[NH2:34][CH2:33][C:32]#[C:31][C:16]1[CH:17]=[C:18]([C:21]([OH:30])([C:26]([F:28])([F:29])[F:27])[C:22]([F:23])([F:24])[F:25])[CH:19]=[CH:20][C:15]=1[N:12]1[CH2:13][CH2:14][N:9]([S:6]([C:2]2[S:1][CH:5]=[CH:4][CH:3]=2)(=[O:8])=[O:7])[CH2:10][CH2:11]1, predict the reactants needed to synthesize it. The reactants are: [S:1]1[CH:5]=[CH:4][CH:3]=[C:2]1[S:6]([N:9]1[CH2:14][CH2:13][N:12]([C:15]2[CH:20]=[CH:19][C:18]([C:21]([OH:30])([C:26]([F:29])([F:28])[F:27])[C:22]([F:25])([F:24])[F:23])=[CH:17][C:16]=2[C:31]#[C:32][CH2:33][NH:34]C(=O)OC(C)(C)C)[CH2:11][CH2:10]1)(=[O:8])=[O:7].[O:42]1CCOCC1. (10) Given the product [O:1]=[C:2]1[C:11](=[O:12])[NH:10][C:9]2[C:4](=[CH:5][CH:6]=[C:7]([C:13]([Cl:19])=[O:15])[CH:8]=2)[NH:3]1, predict the reactants needed to synthesize it. The reactants are: [O:1]=[C:2]1[C:11](=[O:12])[NH:10][C:9]2[C:4](=[CH:5][CH:6]=[C:7]([C:13]([OH:15])=O)[CH:8]=2)[NH:3]1.C(Cl)(=O)C([Cl:19])=O.CN(C=O)C.